Dataset: Reaction yield outcomes from USPTO patents with 853,638 reactions. Task: Predict the reaction yield, written as a fraction of the theoretical maximum amount of product (1.0 means a 100% yield; for example, 0.34 means a 34% yield). (1) The reactants are [C:1]([O:5][C:6]([N:8]1[CH2:11][CH:10]([CH2:12][OH:13])[CH2:9]1)=[O:7])([CH3:4])([CH3:3])[CH3:2].[Cl:14][C:15]1[CH:16]=[CH:17][C:18]([NH:21][C:22]([C:24]2[C:29]([NH:30][C:31](=[O:41])[C:32]3[CH:37]=[CH:36][C:35]([S:38][CH3:39])=[CH:34][C:33]=3O)=[CH:28][CH:27]=[CH:26][N:25]=2)=[O:23])=[N:19][CH:20]=1. No catalyst specified. The product is [Cl:14][C:15]1[CH:16]=[CH:17][C:18]([NH:21][C:22]([C:24]2[C:29]([NH:30][C:31](=[O:41])[C:32]3[CH:33]=[CH:34][C:35]([S:38][CH3:39])=[CH:36][C:37]=3[O:13][CH2:12][CH:10]3[CH2:11][N:8]([C:6]([O:5][C:1]([CH3:4])([CH3:3])[CH3:2])=[O:7])[CH2:9]3)=[CH:28][CH:27]=[CH:26][N:25]=2)=[O:23])=[N:19][CH:20]=1. The yield is 0.780. (2) The reactants are [CH3:1][C:2]1[CH:3]=[C:4]([CH:7]=O)[S:5][CH:6]=1.[N+:9]([CH3:12])([O-:11])=[O:10]. No catalyst specified. The product is [CH3:1][C:2]1[CH:3]=[C:4]([CH:7]=[CH:12][N+:9]([O-:11])=[O:10])[S:5][CH:6]=1. The yield is 0.780. (3) The reactants are [CH3:1][O:2][C:3]1[C:11]2[O:10][C:9]([CH3:13])([CH3:12])[CH2:8][C:7]=2[CH:6]=[C:5]([CH2:14][C:15]([CH3:20])([CH3:19])C(O)=O)[CH:4]=1.C1(P(N=[N+]=[N-])(C2C=CC=CC=2)=[O:28])C=CC=CC=1.C([N:40]([CH2:43]C)CC)C.[NH2:45][C:46]1[CH:51]=[CH:50][CH:49]=[CH:48][CH:47]=1. The catalyst is C1(C)C=CC=CC=1.C(OCC)(=O)C. The product is [CH3:1][O:2][C:3]1[C:11]2[O:10][C:9]([CH3:12])([CH3:13])[CH2:8][C:7]=2[CH:6]=[C:5]([CH2:14][C:15]([NH:40][C:43]([NH:45][C:46]2[CH:51]=[CH:50][CH:49]=[CH:48][CH:47]=2)=[O:28])([CH3:19])[CH3:20])[CH:4]=1. The yield is 0.650.